This data is from Catalyst prediction with 721,799 reactions and 888 catalyst types from USPTO. The task is: Predict which catalyst facilitates the given reaction. (1) Reactant: Br[C:2]1[CH:3]=[CH:4][C:5]2[N:6]([C:8]([C:11]([F:14])([F:13])[F:12])=[N:9][N:10]=2)[CH:7]=1.[CH:15]1([C:18]2[CH:23]=[CH:22][C:21](B(O)O)=[CH:20][CH:19]=2)[CH2:17][CH2:16]1.C(=O)([O-])[O-].[K+].[K+]. Product: [CH:15]1([C:18]2[CH:23]=[CH:22][C:21]([C:2]3[CH:3]=[CH:4][C:5]4[N:6]([C:8]([C:11]([F:14])([F:13])[F:12])=[N:9][N:10]=4)[CH:7]=3)=[CH:20][CH:19]=2)[CH2:17][CH2:16]1. The catalyst class is: 11. (2) Reactant: [Cl:1][C:2]1[CH:7]=[CH:6][C:5]([C:8]2[CH:9]=[C:10]3[C:16]([C:17](=[O:33])[C:18]4[C:23]([F:24])=[CH:22][CH:21]=[C:20]([NH:25][S:26]([CH2:29][CH2:30][CH3:31])(=[O:28])=[O:27])[C:19]=4[F:32])=[CH:15][N:14]([CH2:34][O:35][C:36](=[O:50])[CH:37]([NH:42]C(OC(C)(C)C)=O)[CH2:38][CH:39]([CH3:41])[CH3:40])[C:11]3=[N:12][CH:13]=2)=[CH:4][CH:3]=1.Cl. Product: [ClH:1].[NH2:42][C@@H:37]([CH2:38][CH:39]([CH3:40])[CH3:41])[C:36]([O:35][CH2:34][N:14]1[C:11]2=[N:12][CH:13]=[C:8]([C:5]3[CH:6]=[CH:7][C:2]([Cl:1])=[CH:3][CH:4]=3)[CH:9]=[C:10]2[C:16]([C:17](=[O:33])[C:18]2[C:23]([F:24])=[CH:22][CH:21]=[C:20]([NH:25][S:26]([CH2:29][CH2:30][CH3:31])(=[O:27])=[O:28])[C:19]=2[F:32])=[CH:15]1)=[O:50]. The catalyst class is: 25.